Dataset: Full USPTO retrosynthesis dataset with 1.9M reactions from patents (1976-2016). Task: Predict the reactants needed to synthesize the given product. (1) Given the product [CH2:27]([O:26][CH2:25][CH2:24][CH2:23][CH2:22][C@H:21]([CH3:34])[CH2:20][OH:35])[C:28]1[CH:33]=[CH:32][CH:31]=[CH:30][CH:29]=1, predict the reactants needed to synthesize it. The reactants are: [H-].[H-].[H-].[H-].[Li+].[Al+3].C([C@H]1COC(=O)N1[C:20](=[O:35])[C@@H:21]([CH3:34])[CH2:22][CH2:23][CH2:24][CH2:25][O:26][CH2:27][C:28]1[CH:33]=[CH:32][CH:31]=[CH:30][CH:29]=1)C1C=CC=CC=1. (2) Given the product [Br:1][C:2]1[CH:7]=[C:6]([Cl:8])[C:5]([S:9]([N:12]([CH2:14][C:15]2[O:19][CH:18]=[C:17]([C:20]([N:58]([CH2:57][CH2:56][C:53]3[CH:52]=[CH:51][C:50]([C:46]4[NH:47][CH2:48][CH2:49][N:45]=4)=[CH:55][CH:54]=3)[CH3:59])=[O:22])[CH:16]=2)[CH3:13])(=[O:11])=[O:10])=[C:4]([Cl:23])[CH:3]=1, predict the reactants needed to synthesize it. The reactants are: [Br:1][C:2]1[CH:7]=[C:6]([Cl:8])[C:5]([S:9]([N:12]([CH2:14][C:15]2[O:19][CH:18]=[C:17]([C:20]([OH:22])=O)[CH:16]=2)[CH3:13])(=[O:11])=[O:10])=[C:4]([Cl:23])[CH:3]=1.CCN=C=NCCCN(C)C.C1C=CC2N(O)N=NC=2C=1.[NH:45]1[CH2:49][CH2:48][N:47]=[C:46]1[C:50]1[CH:55]=[CH:54][C:53]([CH2:56][CH2:57][NH:58][CH3:59])=[CH:52][CH:51]=1.Cl.CCN(C(C)C)C(C)C.